From a dataset of Forward reaction prediction with 1.9M reactions from USPTO patents (1976-2016). Predict the product of the given reaction. (1) Given the reactants [F:1][C:2]([F:23])([C:8]1[CH:13]=[CH:12][CH:11]=[C:10]([O:14][CH2:15][CH2:16][N:17]2[CH2:22][CH2:21][CH2:20][CH2:19][CH2:18]2)[CH:9]=1)[C:3]([O:5]CC)=[O:4].O.[OH-].[Li+], predict the reaction product. The product is: [F:23][C:2]([F:1])([C:8]1[CH:13]=[CH:12][CH:11]=[C:10]([O:14][CH2:15][CH2:16][N:17]2[CH2:22][CH2:21][CH2:20][CH2:19][CH2:18]2)[CH:9]=1)[C:3]([OH:5])=[O:4]. (2) The product is: [C:66]([O:65][C:63]([N:54]1[C:50]2[C:51](=[CH:52][C:53]3[CH2:45][O:46][CH2:47][C:48]=3[CH:49]=2)[C:1](=[O:6])[CH2:2][CH2:3][CH2:4]1)=[O:64])([CH3:67])([CH3:68])[CH3:69]. Given the reactants [CH:1]1([O:6]C(N2CCCC(N(C(=O)C)CC3C=C(C(F)(F)F)C=C(C(F)(F)F)C=3)C3C=C(C)C(OC(F)(F)F)=CC2=3)=O)C[CH2:4][CH2:3][CH2:2]1.[CH2:45]1[C:53]2[C:48](=[CH:49][C:50]([NH2:54])=[CH:51][CH:52]=2)[CH2:47][O:46]1.[C:63](O[C:63]([O:65][C:66]([CH3:69])([CH3:68])[CH3:67])=[O:64])([O:65][C:66]([CH3:69])([CH3:68])[CH3:67])=[O:64], predict the reaction product. (3) Given the reactants CC#N.[CH3:4][C:5]1([CH3:14])[CH2:10][CH:9]([CH:11]=O)[C:8](=[O:13])[CH2:7][CH2:6]1.C(Cl)(=O)C([Cl:18])=O.[OH-].[Na+], predict the reaction product. The product is: [Cl:18][CH:11]=[C:9]1[CH2:10][C:5]([CH3:14])([CH3:4])[CH2:6][CH2:7][C:8]1=[O:13]. (4) Given the reactants [C:1]([C:3]1[CH:8]=[CH:7][CH:6]=[CH:5][C:4]=1[C:9]1[CH:14]=[CH:13][C:12]([CH2:15][C:16]2[C:17](=[O:38])[N:18]([CH:28]3[CH2:31][CH:30]([C:32]([O:34]CCC)=O)[CH2:29]3)[C:19]3[N:20]([N:25]=[CH:26][N:27]=3)[C:21]=2[CH2:22][CH2:23][CH3:24])=[CH:11][CH:10]=1)#[N:2].[OH-].[Na+].Cl.[CH3:42][Mg]Br.[Cl-].[NH4+], predict the reaction product. The product is: [C:32]([C@@H:30]1[CH2:31][C@H:28]([N:18]2[C:17](=[O:38])[C:16]([CH2:15][C:12]3[CH:13]=[CH:14][C:9]([C:4]4[C:3]([C:1]#[N:2])=[CH:8][CH:7]=[CH:6][CH:5]=4)=[CH:10][CH:11]=3)=[C:21]([CH2:22][CH2:23][CH3:24])[N:20]3[N:25]=[CH:26][N:27]=[C:19]23)[CH2:29]1)(=[O:34])[CH3:42].